Dataset: Forward reaction prediction with 1.9M reactions from USPTO patents (1976-2016). Task: Predict the product of the given reaction. (1) Given the reactants [CH3:1][N:2]1[C:6]([C:7]2[CH:8]=[C:9]3[C:13](=[CH:14][CH:15]=2)[NH:12][C:11](=O)[CH2:10]3)=[CH:5][C:4]([C:17]([F:20])([F:19])[F:18])=[N:3]1.P(Br)(Br)([Br:23])=O.N1C=CN=C1.C([O-])(O)=O.[Na+], predict the reaction product. The product is: [Br:23][C:11]1[NH:12][C:13]2[C:9]([CH:10]=1)=[CH:8][C:7]([C:6]1[N:2]([CH3:1])[N:3]=[C:4]([C:17]([F:20])([F:19])[F:18])[CH:5]=1)=[CH:15][CH:14]=2. (2) Given the reactants [CH:1]([O:14][C:15]1[C:16]2[C:35](=[O:36])[N:34]([CH2:37][C:38]3[CH:43]=[CH:42][C:41]([F:44])=[CH:40][CH:39]=3)[CH2:33][C:17]=2[C:18](OS(C(F)(F)F)(=O)=O)=[C:19]2[C:24]=1[N:23]=[CH:22][CH:21]=[CH:20]2)([C:8]1[CH:13]=[CH:12][CH:11]=[CH:10][CH:9]=1)[C:2]1[CH:7]=[CH:6][CH:5]=[CH:4][CH:3]=1.C([O-])([O-])=O.[K+].[K+].[F:51][C:52]1[C:57](B(O)O)=[CH:56][CH:55]=[CH:54][N:53]=1.CCOC(C)=O.CCCCCC, predict the reaction product. The product is: [CH:1]([O:14][C:15]1[C:16]2[C:35](=[O:36])[N:34]([CH2:37][C:38]3[CH:39]=[CH:40][C:41]([F:44])=[CH:42][CH:43]=3)[CH2:33][C:17]=2[C:18]([C:57]2[C:52]([F:51])=[N:53][CH:54]=[CH:55][CH:56]=2)=[C:19]2[C:24]=1[N:23]=[CH:22][CH:21]=[CH:20]2)([C:8]1[CH:9]=[CH:10][CH:11]=[CH:12][CH:13]=1)[C:2]1[CH:7]=[CH:6][CH:5]=[CH:4][CH:3]=1.